From a dataset of Catalyst prediction with 721,799 reactions and 888 catalyst types from USPTO. Predict which catalyst facilitates the given reaction. (1) Reactant: CS(O)(=O)=O.OO.[Cl:8][C:9]1[CH:44]=[CH:43][CH:42]=[CH:41][C:10]=1[CH2:11][N:12]1[C:20]2[C:19](=[O:21])[N:18]([CH3:22])[C:17](=[O:23])[N:16]([CH3:24])[C:15]=2[C:14](C=O)=[C:13]1[N:27]1[CH2:32][CH2:31][CH2:30][C@@H:29]([NH:33][C:34](=[O:40])[O:35][C:36]([CH3:39])([CH3:38])[CH3:37])[CH2:28]1.S([O-])([O-])=[O:46].[Na+].[Na+]. Product: [Cl:8][C:9]1[CH:44]=[CH:43][CH:42]=[CH:41][C:10]=1[CH2:11][N:12]1[C:20]2[C:19](=[O:21])[N:18]([CH3:22])[C:17](=[O:23])[N:16]([CH3:24])[C:15]=2[C:14]([OH:46])=[C:13]1[N:27]1[CH2:32][CH2:31][CH2:30][C@@H:29]([NH:33][C:34](=[O:40])[O:35][C:36]([CH3:38])([CH3:39])[CH3:37])[CH2:28]1. The catalyst class is: 5. (2) Reactant: [CH:1]1([NH:4][C:5]([NH:7][C:8](=[O:20])[C:9]2[CH:14]=[C:13]([F:15])[C:12]([F:16])=[C:11]([O:17][CH3:18])[C:10]=2F)=[O:6])[CH2:3][CH2:2]1.[H-].[Na+].[NH4+].[Cl-]. Product: [CH:1]1([N:4]2[C:10]3[C:9](=[CH:14][C:13]([F:15])=[C:12]([F:16])[C:11]=3[O:17][CH3:18])[C:8](=[O:20])[NH:7][C:5]2=[O:6])[CH2:3][CH2:2]1. The catalyst class is: 213. (3) Reactant: [NH2:1][CH2:2][C@@H:3]([OH:7])[CH2:4][O:5][CH3:6].C([O-])([O-])=O.[K+].[K+].[Br:14][C:15]1[CH:16]=[C:17]([CH:22]=[CH:23][C:24]=1[CH2:25]Br)[C:18]([O:20][CH3:21])=[O:19]. Product: [Br:14][C:15]1[CH:16]=[C:17]([CH:22]=[CH:23][C:24]=1[CH2:25][NH:1][CH2:2][C@@H:3]([OH:7])[CH2:4][O:5][CH3:6])[C:18]([O:20][CH3:21])=[O:19]. The catalyst class is: 23. (4) Reactant: ClC1C=CC2N(C(=O)N(C3C=C([O:17]C)C(C#N)=CC=3F)N=2)C=1.F[C:24]1[CH:32]=[C:31]([F:33])[C:30]([F:34])=[CH:29][C:25]=1[C:26](Cl)=[O:27].[OH-:35].[Na+].Cl. Product: [F:33][C:31]1[C:30]([F:34])=[CH:29][C:25]([C:26]([OH:27])=[O:35])=[C:24]([OH:17])[CH:32]=1. The catalyst class is: 60. (5) Reactant: [Cl:1][C:2]1[CH:7]=[CH:6][C:5]([C:8]2[N:12]([C:13]3[CH:18]=[CH:17][C:16]([Cl:19])=[CH:15][C:14]=3[Cl:20])[N:11]=[C:10]([C:21]([OH:23])=O)[C:9]=2[CH3:24])=[CH:4][CH:3]=1.C(N(CC)CC)C.[CH2:32]([NH:34][C:35]1([C:41]([NH2:43])=[O:42])[CH2:40][CH2:39][NH:38][CH2:37][CH2:36]1)[CH3:33].F[P-](F)(F)(F)(F)F.N1(O[P+](N(C)C)(N(C)C)N(C)C)C2C=CC=CC=2N=N1. Product: [Cl:1][C:2]1[CH:3]=[CH:4][C:5]([C:8]2[N:12]([C:13]3[CH:18]=[CH:17][C:16]([Cl:19])=[CH:15][C:14]=3[Cl:20])[N:11]=[C:10]([C:21]([N:38]3[CH2:37][CH2:36][C:35]([NH:34][CH2:32][CH3:33])([C:41]([NH2:43])=[O:42])[CH2:40][CH2:39]3)=[O:23])[C:9]=2[CH3:24])=[CH:6][CH:7]=1. The catalyst class is: 7.